Task: Predict the product of the given reaction.. Dataset: Forward reaction prediction with 1.9M reactions from USPTO patents (1976-2016) The product is: [ClH:29].[F:22][C:16]1[CH:15]=[C:14]([C@@H:13]2[NH:8][C@H:9]([CH2:23][CH2:24][CH2:25][C:26]([OH:28])=[O:27])[CH2:10][O:11][CH2:12]2)[CH:19]=[C:18]([F:20])[C:17]=1[F:21]. Given the reactants C(OC([N:8]1[C@@H:13]([C:14]2[CH:19]=[C:18]([F:20])[C:17]([F:21])=[C:16]([F:22])[CH:15]=2)[CH2:12][O:11][CH2:10][C@H:9]1[CH2:23][CH2:24][CH2:25][C:26]([OH:28])=[O:27])=O)(C)(C)C.[ClH:29], predict the reaction product.